This data is from Catalyst prediction with 721,799 reactions and 888 catalyst types from USPTO. The task is: Predict which catalyst facilitates the given reaction. (1) Reactant: Br[C:2]1[C:11]2[C:6](=[CH:7][CH:8]=[C:9]([O:12][CH3:13])[CH:10]=2)[C:5](=[O:14])[N:4]([C:15]2[CH:22]=[CH:21][C:18]([CH:19]=[O:20])=[C:17]([O:23][CH3:24])[CH:16]=2)[CH:3]=1.C(=O)([O-])[O-].[K+].[K+].[F:31][C:32]([F:43])([F:42])[C:33]1[CH:38]=[CH:37][C:36](B(O)O)=[CH:35][CH:34]=1. Product: [CH3:24][O:23][C:17]1[CH:16]=[C:15]([N:4]2[CH:3]=[C:2]([C:36]3[CH:37]=[CH:38][C:33]([C:32]([F:43])([F:42])[F:31])=[CH:34][CH:35]=3)[C:11]3[C:6](=[CH:7][CH:8]=[C:9]([O:12][CH3:13])[CH:10]=3)[C:5]2=[O:14])[CH:22]=[CH:21][C:18]=1[CH:19]=[O:20]. The catalyst class is: 73. (2) Reactant: [S:1]1[C:5]2[CH:6]=[CH:7][CH:8]=[CH:9][C:4]=2[N:3]=[C:2]1[C:10]1[N:14]2[CH2:15][CH2:16][NH:17][CH2:18][C:13]2=[N:12][N:11]=1.[C:19]([O:24][C@@H:25]([C:27]1[N:32]=[C:31](Cl)[CH:30]=[CH:29][N:28]=1)[CH3:26])(=[O:23])[CH2:20][CH2:21][CH3:22].C(N(CC)CC)C. Product: [C:19]([O:24][C@@H:25]([C:27]1[N:28]=[C:29]([N:17]2[CH2:16][CH2:15][N:14]3[C:10]([C:2]4[S:1][C:5]5[CH:6]=[CH:7][CH:8]=[CH:9][C:4]=5[N:3]=4)=[N:11][N:12]=[C:13]3[CH2:18]2)[CH:30]=[CH:31][N:32]=1)[CH3:26])(=[O:23])[CH2:20][CH2:21][CH3:22]. The catalyst class is: 51. (3) Reactant: [H-].[Na+].[NH2:3][C:4]1[CH:9]=[CH:8][CH:7]=[CH:6][C:5]=1[S:10]([CH:13]([CH3:15])[CH3:14])(=[O:12])=[O:11].[Cl:16][C:17]1[N:22]=[C:21](Cl)[CH:20]=[CH:19][N:18]=1. Product: [Cl:16][C:17]1[N:22]=[C:21]([NH:3][C:4]2[CH:9]=[CH:8][CH:7]=[CH:6][C:5]=2[S:10]([CH:13]([CH3:15])[CH3:14])(=[O:12])=[O:11])[CH:20]=[CH:19][N:18]=1. The catalyst class is: 3. (4) Reactant: C(OC([NH:8][C@@H:9]([CH3:12])[CH2:10][OH:11])=O)(C)(C)C.[Cl:13][C:14]1[CH:15]=[C:16]([CH:21]=[CH:22][C:23]=1O)[C:17]([O:19][CH3:20])=[O:18].C1C=CC(P(C2C=CC=CC=2)C2C=CC=CC=2)=CC=1.N(C(OC(C)C)=O)=NC(OC(C)C)=O. Product: [Cl:13][C:14]1[CH:15]=[C:16]([CH:21]=[CH:22][C:23]=1[O:11][CH2:10][C@@H:9]([NH2:8])[CH3:12])[C:17]([O:19][CH3:20])=[O:18]. The catalyst class is: 1. (5) Reactant: [OH:1][C:2]1([C:15]2[CH:24]=[C:23]([CH2:25][OH:26])[C:22]3[C:17](=[CH:18][CH:19]=[CH:20][CH:21]=3)[CH:16]=2)[CH2:7][CH2:6][N:5]([C:8]([O:10][C:11]([CH3:14])([CH3:13])[CH3:12])=[O:9])[CH2:4][CH2:3]1.N1C=CC=CC=1.CC(OI1(OC(C)=O)(OC(C)=O)OC(=O)C2C=CC=CC1=2)=O. Product: [CH:25]([C:23]1[C:22]2[C:17](=[CH:18][CH:19]=[CH:20][CH:21]=2)[CH:16]=[C:15]([C:2]2([OH:1])[CH2:7][CH2:6][N:5]([C:8]([O:10][C:11]([CH3:13])([CH3:12])[CH3:14])=[O:9])[CH2:4][CH2:3]2)[CH:24]=1)=[O:26]. The catalyst class is: 503.